Dataset: Peptide-MHC class II binding affinity with 134,281 pairs from IEDB. Task: Regression. Given a peptide amino acid sequence and an MHC pseudo amino acid sequence, predict their binding affinity value. This is MHC class II binding data. (1) The binding affinity (normalized) is 0.0913. The MHC is DRB1_0802 with pseudo-sequence DRB1_0802. The peptide sequence is REEHYIVLSSELRLS. (2) The peptide sequence is GLAFQEMENFLGPIA. The MHC is DRB1_1301 with pseudo-sequence DRB1_1301. The binding affinity (normalized) is 0.325. (3) The binding affinity (normalized) is 0.185. The MHC is HLA-DQA10101-DQB10501 with pseudo-sequence HLA-DQA10101-DQB10501. The peptide sequence is KGSNPNYLALLVKFV.